From a dataset of Full USPTO retrosynthesis dataset with 1.9M reactions from patents (1976-2016). Predict the reactants needed to synthesize the given product. The reactants are: [Cl:1][C:2]1[CH:7]=[C:6]([C:8]2[N:12]=[C:11]([C:13]3[N:14]=[C:15]4[C:20]([Cl:21])=[CH:19][C:18]([C:22]([F:25])([F:24])[F:23])=[CH:17][N:16]4[CH:26]=3)[O:10][N:9]=2)[C:5]([Cl:27])=[CH:4][C:3]=1[OH:28].[H-].[Na+].[CH3:31][S:32][CH2:33]Cl.O. Given the product [Cl:21][C:20]1[C:15]2[N:16]([CH:26]=[C:13]([C:11]3[O:10][N:9]=[C:8]([C:6]4[CH:7]=[C:2]([Cl:1])[C:3]([O:28][CH2:31][S:32][CH3:33])=[CH:4][C:5]=4[Cl:27])[N:12]=3)[N:14]=2)[CH:17]=[C:18]([C:22]([F:23])([F:25])[F:24])[CH:19]=1, predict the reactants needed to synthesize it.